The task is: Predict the reaction yield, written as a fraction of the theoretical maximum amount of product (1.0 means a 100% yield; for example, 0.34 means a 34% yield).. This data is from Reaction yield outcomes from USPTO patents with 853,638 reactions. (1) The reactants are [CH2:1]([O:8][C:9]1[CH:14]=[CH:13][C:12]([CH:15]([OH:18])[CH2:16]Br)=[CH:11][C:10]=1[NH:19][S:20]([CH3:23])(=[O:22])=[O:21])[C:2]1[CH:7]=[CH:6][CH:5]=[CH:4][CH:3]=1.[I-].[Na+].[N-:26]=[N+:27]=[N-:28].[Na+]. The catalyst is CS(C)=O. The product is [N:26]([CH2:16][C@@H:15]([C:12]1[CH:13]=[CH:14][C:9]([O:8][CH2:1][C:2]2[CH:7]=[CH:6][CH:5]=[CH:4][CH:3]=2)=[C:10]([NH:19][S:20]([CH3:23])(=[O:22])=[O:21])[CH:11]=1)[OH:18])=[N+:27]=[N-:28]. The yield is 0.940. (2) The reactants are CC(C)([O-])C.[K+].C(S/[N:12]=[N:13]/[C:14]1[CH:15]=[C:16]([CH:20]=[CH:21][C:22]=1[CH3:23])[C:17]([OH:19])=[O:18])(C)(C)C. The catalyst is CS(C)=O. The product is [NH:13]1[C:14]2[C:22](=[CH:21][CH:20]=[C:16]([C:17]([OH:19])=[O:18])[CH:15]=2)[CH:23]=[N:12]1. The yield is 0.970. (3) The product is [Cl:44][C:35]1[C:36]([C:40]([F:41])([F:42])[F:43])=[CH:37][CH:38]=[CH:39][C:34]=1[CH2:33][N:18]([CH2:19][CH:20]([C:21]1[CH:22]=[CH:23][CH:24]=[CH:25][CH:26]=1)[C:27]1[CH:32]=[CH:31][CH:30]=[CH:29][CH:28]=1)[CH2:17][CH2:16][CH2:15][O:14][C:10]1[CH:9]=[C:8]([NH2:7])[CH:13]=[CH:12][CH:11]=1. The catalyst is O1CCOCC1. The yield is 0.960. The reactants are C(OC(=O)[NH:7][C:8]1[CH:13]=[CH:12][CH:11]=[C:10]([O:14][CH2:15][CH2:16][CH2:17][N:18]([CH2:33][C:34]2[CH:39]=[CH:38][CH:37]=[C:36]([C:40]([F:43])([F:42])[F:41])[C:35]=2[Cl:44])[CH2:19][CH:20]([C:27]2[CH:32]=[CH:31][CH:30]=[CH:29][CH:28]=2)[C:21]2[CH:26]=[CH:25][CH:24]=[CH:23][CH:22]=2)[CH:9]=1)(C)(C)C.Cl. (4) The reactants are [Cl:1][C:2]1[CH:3]=[C:4]2[C:9](=[CH:10][C:11]=1[O:12][C:13]1[CH:18]=[CH:17][C:16]([C:19](=[O:34])[NH:20][C:21]3[CH:26]=[CH:25][CH:24]=[C:23]([C:27]4[CH:32]=[CH:31][C:30]([Cl:33])=[CH:29][CH:28]=4)[N:22]=3)=[CH:15][CH:14]=1)[O:8][CH2:7][CH2:6][CH:5]2[C:35]([O:37]CC)=[O:36].[OH-].[Na+].C(O)C. The catalyst is C1COCC1.C(OCC)(=O)C.Cl. The product is [Cl:1][C:2]1[CH:3]=[C:4]2[C:9](=[CH:10][C:11]=1[O:12][C:13]1[CH:14]=[CH:15][C:16]([C:19](=[O:34])[NH:20][C:21]3[CH:26]=[CH:25][CH:24]=[C:23]([C:27]4[CH:32]=[CH:31][C:30]([Cl:33])=[CH:29][CH:28]=4)[N:22]=3)=[CH:17][CH:18]=1)[O:8][CH2:7][CH2:6][CH:5]2[C:35]([OH:37])=[O:36]. The yield is 0.950. (5) The reactants are [CH3:1][N:2]1[C:6](B2OC(C)(C)C(C)(C)O2)=[CH:5][CH:4]=[N:3]1.Br[C:17]1[CH:18]=[C:19]2[C:23](=[CH:24][CH:25]=1)[C:22](=[O:26])[N:21]([C@@H:27]([CH2:40][C:41]1[CH:46]=[C:45]([F:47])[CH:44]=[C:43]([F:48])[CH:42]=1)[CH2:28][N:29]1[C:37](=[O:38])[C:36]3[C:31](=[CH:32][CH:33]=[CH:34][CH:35]=3)[C:30]1=[O:39])[CH2:20]2.C(N(CC)C(C)C)(C)C.O1CCOCC1.O. The catalyst is CC(C)([P](C(C)(C)C)([Pd][P](C(C)(C)C)(C(C)(C)C)C(C)(C)C)C(C)(C)C)C. The product is [CH3:1][N:2]1[C:6]([C:17]2[CH:18]=[C:19]3[C:23](=[CH:24][CH:25]=2)[C:22](=[O:26])[N:21]([C@@H:27]([CH2:40][C:41]2[CH:42]=[C:43]([F:48])[CH:44]=[C:45]([F:47])[CH:46]=2)[CH2:28][N:29]2[C:30](=[O:39])[C:31]4[C:36](=[CH:35][CH:34]=[CH:33][CH:32]=4)[C:37]2=[O:38])[CH2:20]3)=[CH:5][CH:4]=[N:3]1. The yield is 0.684. (6) The reactants are FC(F)(F)C(O)=O.C(OC([N:15]1[CH2:20][CH2:19][CH2:18][CH2:17][CH:16]1[C:21]1[CH:25]=[C:24]([C:26]2[CH:31]=[CH:30][CH:29]=[C:28]([Cl:32])[CH:27]=2)[O:23][N:22]=1)=O)(C)(C)C. The catalyst is ClCCl. The product is [Cl:32][C:28]1[CH:27]=[C:26]([C:24]2[O:23][N:22]=[C:21]([CH:16]3[CH2:17][CH2:18][CH2:19][CH2:20][NH:15]3)[CH:25]=2)[CH:31]=[CH:30][CH:29]=1. The yield is 0.810. (7) The reactants are C([O:3][C:4]([C:6]1[CH:7]=[C:8]2[C:13](=[CH:14][CH:15]=1)[NH:12][CH:11]([C:16]1[CH:21]=[CH:20][CH:19]=[C:18]([NH:22][C:23]([CH3:34])([CH3:33])[C:24]([N:26]3[CH2:31][CH2:30][N:29]([CH3:32])[CH2:28][CH2:27]3)=[O:25])[CH:17]=1)[C:10]([CH3:36])([CH3:35])[CH2:9]2)=[O:5])C.Cl. The catalyst is CO.O1CCCC1.[OH-].[Na+].O. The product is [CH3:34][C:23]([NH:22][C:18]1[CH:17]=[C:16]([CH:11]2[C:10]([CH3:35])([CH3:36])[CH2:9][C:8]3[C:13](=[CH:14][CH:15]=[C:6]([C:4]([OH:5])=[O:3])[CH:7]=3)[NH:12]2)[CH:21]=[CH:20][CH:19]=1)([CH3:33])[C:24]([N:26]1[CH2:27][CH2:28][N:29]([CH3:32])[CH2:30][CH2:31]1)=[O:25]. The yield is 0.00400. (8) The reactants are [Br:1][C:2]1[CH:3]=[C:4]2[CH2:10][C:9](=[O:11])[NH:8][C:5]2=[N:6][CH:7]=1.[NH:12]1[C:20]2[C:15](=[CH:16][CH:17]=[C:18]([CH:21]=O)[CH:19]=2)[CH:14]=[N:13]1. No catalyst specified. The product is [NH:12]1[C:20]2[C:15](=[CH:16][CH:17]=[C:18]([CH:21]=[C:10]3[C:4]4[C:5](=[N:6][CH:7]=[C:2]([Br:1])[CH:3]=4)[NH:8][C:9]3=[O:11])[CH:19]=2)[CH:14]=[N:13]1. The yield is 0.950. (9) The product is [Br:9][C:6]1[CH:5]=[C:4]([C:10]2[N:14]=[C:13]([C:15]([NH:28][CH2:27][C:26]3[CH:29]=[CH:30][C:23]([O:22][C:21]([F:20])([F:31])[F:32])=[CH:24][CH:25]=3)=[O:17])[O:12][N:11]=2)[CH:3]=[C:2]([Br:1])[C:7]=1[OH:8]. The catalyst is C(O)C. The reactants are [Br:1][C:2]1[CH:3]=[C:4]([C:10]2[N:14]=[C:13]([C:15]([O:17]CC)=O)[O:12][N:11]=2)[CH:5]=[C:6]([Br:9])[C:7]=1[OH:8].[F:20][C:21]([F:32])([F:31])[O:22][C:23]1[CH:30]=[CH:29][C:26]([CH2:27][NH2:28])=[CH:25][CH:24]=1. The yield is 0.530.